Dataset: NCI-60 drug combinations with 297,098 pairs across 59 cell lines. Task: Regression. Given two drug SMILES strings and cell line genomic features, predict the synergy score measuring deviation from expected non-interaction effect. (1) Drug 1: C1=NC2=C(N1)C(=S)N=CN2. Cell line: HOP-62. Drug 2: CC(C)NC(=O)C1=CC=C(C=C1)CNNC.Cl. Synergy scores: CSS=9.74, Synergy_ZIP=-1.44, Synergy_Bliss=2.77, Synergy_Loewe=-3.06, Synergy_HSA=2.08. (2) Drug 1: C1CC(C1)(C(=O)O)C(=O)O.[NH2-].[NH2-].[Pt+2]. Drug 2: CC(C)NC(=O)C1=CC=C(C=C1)CNNC.Cl. Cell line: SF-539. Synergy scores: CSS=31.1, Synergy_ZIP=-9.10, Synergy_Bliss=-4.08, Synergy_Loewe=1.80, Synergy_HSA=0.206.